Dataset: Reaction yield outcomes from USPTO patents with 853,638 reactions. Task: Predict the reaction yield, written as a fraction of the theoretical maximum amount of product (1.0 means a 100% yield; for example, 0.34 means a 34% yield). (1) The reactants are [H-].[Na+].[NH:3]1[C:11]2[C:6](=[CH:7][CH:8]=[CH:9][CH:10]=2)[CH2:5][CH2:4]1.[CH3:12]I. The catalyst is O1CCCC1.C(O)C. The product is [CH3:12][N:3]1[C:11]2[C:6](=[CH:7][CH:8]=[CH:9][CH:10]=2)[CH2:5][CH2:4]1. The yield is 0.600. (2) The reactants are [C:1]1([O:7][C:8]([N:10]2[CH2:14][CH2:13][CH2:12][CH2:11]2)=[O:9])[CH:6]=[CH:5][CH:4]=[CH:3][CH:2]=1.C([OH:17])C. No catalyst specified. The product is [C:1]1([O:7][C:8]([N:10]2[CH2:14][CH2:13][C@H:12]([OH:17])[CH2:11]2)=[O:9])[CH:2]=[CH:3][CH:4]=[CH:5][CH:6]=1. The yield is 0.330. (3) The reactants are [CH2:1]([O:3][C:4]([C:6]1[N:7]=[C:8]([NH:11][C:12](=[O:27])[CH:13]([C:20]2[CH:25]=[CH:24][CH:23]=[C:22]([Cl:26])[CH:21]=2)[CH2:14][CH:15]2[CH2:19][CH2:18][CH2:17][CH2:16]2)[S:9][CH:10]=1)=[O:5])C.S(=O)(=O)(O)O. The catalyst is CO. The product is [CH3:1][O:3][C:4]([C:6]1[N:7]=[C:8]([NH:11][C:12](=[O:27])[CH:13]([C:20]2[CH:25]=[CH:24][CH:23]=[C:22]([Cl:26])[CH:21]=2)[CH2:14][CH:15]2[CH2:16][CH2:17][CH2:18][CH2:19]2)[S:9][CH:10]=1)=[O:5]. The yield is 0.403.